Dataset: Full USPTO retrosynthesis dataset with 1.9M reactions from patents (1976-2016). Task: Predict the reactants needed to synthesize the given product. (1) Given the product [N:47]1([C:40]([O:42][C:43]([CH3:46])([CH3:45])[CH3:44])=[O:41])[CH2:54][CH2:53][CH2:52][CH:48]1[C:49]([O:51][C@H:9]([C:10]([O:12][CH2:13][CH3:14])=[O:11])[C:8]([C:5]1[CH:4]=[CH:3][C:2]([Br:1])=[CH:7][CH:6]=1)=[O:15])=[O:50], predict the reactants needed to synthesize it. The reactants are: [Br:1][C:2]1[CH:7]=[CH:6][C:5]([C:8](=[O:15])[CH2:9][C:10]([O:12][CH2:13][CH3:14])=[O:11])=[CH:4][CH:3]=1.C1C(=O)N(Br)C(=O)C1.BrC(C(C1C=CC(Br)=CC=1)=O)C(OCC)=O.[C:40]([N:47]1[CH2:54][CH2:53][CH2:52][C@H:48]1[C:49]([OH:51])=[O:50])([O:42][C:43]([CH3:46])([CH3:45])[CH3:44])=[O:41].CCN(C(C)C)C(C)C. (2) Given the product [F:34][C:33]([F:36])([F:35])[C:31]([OH:37])=[O:32].[CH3:29][N:12]([CH2:11][CH2:10][NH:2][CH3:1])[CH2:13][C:14]1[N:18]([CH:19]2[CH2:20][CH2:21][C:22]3([CH2:23][CH2:24][CH2:25][CH2:26]3)[CH2:27][CH2:28]2)[N:17]=[CH:16][CH:15]=1, predict the reactants needed to synthesize it. The reactants are: [CH3:1][N:2]([CH2:10][CH2:11][N:12]([CH3:29])[CH2:13][C:14]1[N:18]([CH:19]2[CH2:28][CH2:27][C:22]3([CH2:26][CH2:25][CH2:24][CH2:23]3)[CH2:21][CH2:20]2)[N:17]=[CH:16][CH:15]=1)C(=O)OC(C)(C)C.O.[C:31]([OH:37])([C:33]([F:36])([F:35])[F:34])=[O:32].CC#N.